Dataset: NCI-60 drug combinations with 297,098 pairs across 59 cell lines. Task: Regression. Given two drug SMILES strings and cell line genomic features, predict the synergy score measuring deviation from expected non-interaction effect. (1) Drug 1: CN(C)N=NC1=C(NC=N1)C(=O)N. Drug 2: C1=CN(C(=O)N=C1N)C2C(C(C(O2)CO)O)O.Cl. Cell line: EKVX. Synergy scores: CSS=18.1, Synergy_ZIP=-3.42, Synergy_Bliss=3.78, Synergy_Loewe=-23.8, Synergy_HSA=2.46. (2) Drug 1: CC1=CC2C(CCC3(C2CCC3(C(=O)C)OC(=O)C)C)C4(C1=CC(=O)CC4)C. Drug 2: CC1=C2C(C(=O)C3(C(CC4C(C3C(C(C2(C)C)(CC1OC(=O)C(C(C5=CC=CC=C5)NC(=O)OC(C)(C)C)O)O)OC(=O)C6=CC=CC=C6)(CO4)OC(=O)C)O)C)O. Cell line: SK-MEL-2. Synergy scores: CSS=49.4, Synergy_ZIP=15.3, Synergy_Bliss=15.0, Synergy_Loewe=-26.1, Synergy_HSA=13.1. (3) Drug 1: CC(C1=C(C=CC(=C1Cl)F)Cl)OC2=C(N=CC(=C2)C3=CN(N=C3)C4CCNCC4)N. Drug 2: CC1=C2C(C(=O)C3(C(CC4C(C3C(C(C2(C)C)(CC1OC(=O)C(C(C5=CC=CC=C5)NC(=O)OC(C)(C)C)O)O)OC(=O)C6=CC=CC=C6)(CO4)OC(=O)C)OC)C)OC. Cell line: RPMI-8226. Synergy scores: CSS=62.1, Synergy_ZIP=3.66, Synergy_Bliss=3.09, Synergy_Loewe=-20.9, Synergy_HSA=1.81. (4) Drug 1: CC1=C2C(C(=O)C3(C(CC4C(C3C(C(C2(C)C)(CC1OC(=O)C(C(C5=CC=CC=C5)NC(=O)OC(C)(C)C)O)O)OC(=O)C6=CC=CC=C6)(CO4)OC(=O)C)OC)C)OC. Drug 2: CC1C(C(CC(O1)OC2CC(CC3=C2C(=C4C(=C3O)C(=O)C5=C(C4=O)C(=CC=C5)OC)O)(C(=O)CO)O)N)O.Cl. Cell line: ACHN. Synergy scores: CSS=34.2, Synergy_ZIP=-9.82, Synergy_Bliss=-13.4, Synergy_Loewe=-7.74, Synergy_HSA=-7.06.